This data is from Reaction yield outcomes from USPTO patents with 853,638 reactions. The task is: Predict the reaction yield, written as a fraction of the theoretical maximum amount of product (1.0 means a 100% yield; for example, 0.34 means a 34% yield). (1) The reactants are [Br:1][C:2]1[CH:7]=[C:6]([N+:8]([O-])=O)[C:5]([N:11]([CH2:14][C:15]2[CH:25]=[CH:24][C:18]3[N:19]=[C:20]([S:22][CH3:23])[S:21][C:17]=3[CH:16]=2)[CH:12]=O)=[C:4]([F:26])[CH:3]=1.CC(O)=O. The catalyst is [Fe].CCO. The product is [Br:1][C:2]1[CH:3]=[C:4]([F:26])[C:5]2[N:11]([CH2:14][C:15]3[CH:25]=[CH:24][C:18]4[N:19]=[C:20]([S:22][CH3:23])[S:21][C:17]=4[CH:16]=3)[CH:12]=[N:8][C:6]=2[CH:7]=1. The yield is 0.390. (2) The reactants are [OH-].[Na+:2].[CH:3]1[CH:8]=[N:7][CH:6]=[C:5]([CH2:9][C:10]([P:16]([OH:19])([OH:18])=[O:17])([P:12]([OH:15])([OH:14])=[O:13])[OH:11])[CH:4]=1. The catalyst is O.C(O)C. The product is [CH:3]1[CH:8]=[N:7][CH:6]=[C:5]([CH2:9][C:10]([P:12]([O-:14])([OH:15])=[O:13])([P:16]([OH:19])([OH:18])=[O:17])[OH:11])[CH:4]=1.[Na+:2]. The yield is 0.890. (3) The reactants are C[O:2][C:3]([C:5]1[C:6]2[CH2:7][C:8]([CH3:29])([CH3:28])[CH:9]([C:16]3[CH:21]=[CH:20][CH:19]=[C:18]([N:22]4[CH2:27][CH2:26][O:25][CH2:24][CH2:23]4)[CH:17]=3)[NH:10][C:11]=2[CH:12]=[C:13]([F:15])[CH:14]=1)=[O:4].[OH-].[Na+].Cl. The catalyst is CO.O1CCCC1.O. The product is [F:15][C:13]1[CH:14]=[C:5]([C:3]([OH:4])=[O:2])[C:6]2[CH2:7][C:8]([CH3:29])([CH3:28])[CH:9]([C:16]3[CH:21]=[CH:20][CH:19]=[C:18]([N:22]4[CH2:23][CH2:24][O:25][CH2:26][CH2:27]4)[CH:17]=3)[NH:10][C:11]=2[CH:12]=1. The yield is 0.900.